This data is from Reaction yield outcomes from USPTO patents with 853,638 reactions. The task is: Predict the reaction yield, written as a fraction of the theoretical maximum amount of product (1.0 means a 100% yield; for example, 0.34 means a 34% yield). (1) The reactants are C1(P(C2C=CC=CC=2)C2C=CC3C(=CC=CC=3)C=2C2C3C(=CC=CC=3)C=CC=2P(C2C=CC=CC=2)C2C=CC=CC=2)C=CC=CC=1.CC(C)([O-])C.[K+].[NH:53]1[CH2:58][CH2:57][O:56][CH2:55][CH2:54]1.Br[C:60]1[CH:66]=[C:65]([CH3:67])[C:63]([NH2:64])=[C:62]([CH3:68])[CH:61]=1. The catalyst is C1C=CC(/C=C/C(/C=C/C2C=CC=CC=2)=O)=CC=1.C1C=CC(/C=C/C(/C=C/C2C=CC=CC=2)=O)=CC=1.[Pd].C1(C)C=CC=CC=1. The product is [CH3:68][C:62]1[CH:61]=[C:60]([N:53]2[CH2:58][CH2:57][O:56][CH2:55][CH2:54]2)[CH:66]=[C:65]([CH3:67])[C:63]=1[NH2:64]. The yield is 0.410. (2) The reactants are [Br:1]N1C(=O)CCC1=O.COC([C:13]1[CH:14]=[C:15]2[C:19](=[CH:20][C:21]=1[NH2:22])[CH2:18][CH2:17][CH2:16]2)=O.[C:23]([O:26][CH2:27]C)(=[O:25])C. The catalyst is C(O)(=O)C. The product is [NH2:22][C:21]1[CH:20]=[C:19]2[C:15](=[CH:14][CH:13]=1)[C:16]([Br:1])([C:23]([O:26][CH3:27])=[O:25])[CH2:17][CH2:18]2. The yield is 0.950. (3) The reactants are [C:1]([O:5][C:6]([N:8]1[CH2:13][CH2:12][CH:11]([C:14]([OH:16])=O)[CH2:10][CH2:9]1)=[O:7])([CH3:4])([CH3:3])[CH3:2].[F:17][C:18]1[CH:23]=[CH:22][C:21]([N:24]2[CH2:29][CH2:28][NH:27][CH2:26][CH2:25]2)=[CH:20][C:19]=1[C:30]1[NH:34][C:33]2[CH:35]=[CH:36][CH:37]=[CH:38][C:32]=2[N:31]=1.CCN(C(C)C)C(C)C. The catalyst is C(#N)C. The product is [C:1]([O:5][C:6]([N:8]1[CH2:9][CH2:10][CH:11]([C:14]([N:27]2[CH2:28][CH2:29][N:24]([C:21]3[CH:22]=[CH:23][C:18]([F:17])=[C:19]([C:30]4[NH:31][C:32]5[CH:38]=[CH:37][CH:36]=[CH:35][C:33]=5[N:34]=4)[CH:20]=3)[CH2:25][CH2:26]2)=[O:16])[CH2:12][CH2:13]1)=[O:7])([CH3:2])([CH3:3])[CH3:4]. The yield is 0.600. (4) The reactants are [CH2:1]([O:8][C:9]1[CH:14]=[CH:13][C:12]([C:15](=[O:17])[CH3:16])=[CH:11][C:10]=1[O:18][CH3:19])[C:2]1[CH:7]=[CH:6][CH:5]=[CH:4][CH:3]=1.[N+:20]([O-])([OH:22])=[O:21].S(=O)(=O)(O)O. The catalyst is ClCCl. The product is [CH2:1]([O:8][C:9]1[C:10]([O:18][CH3:19])=[CH:11][C:12]([C:15](=[O:17])[CH3:16])=[C:13]([N+:20]([O-:22])=[O:21])[CH:14]=1)[C:2]1[CH:3]=[CH:4][CH:5]=[CH:6][CH:7]=1. The yield is 0.600. (5) The reactants are [CH3:1][O:2][C:3]1[CH:4]=[C:5]([P:12](Cl)(Cl)=[O:13])[CH:6]=[CH:7][C:8]=1[N+:9]([O-:11])=[O:10].[CH:16]([Mg]Br)=[CH2:17].[CH2:20]1COC[CH2:21]1. No catalyst specified. The product is [CH:20]([P:12](=[O:13])([CH:16]=[CH2:17])[C:5]1[CH:6]=[CH:7][C:8]([N+:9]([O-:11])=[O:10])=[C:3]([O:2][CH3:1])[CH:4]=1)=[CH2:21]. The yield is 0.750. (6) The reactants are BrCCBr.C[Si](Cl)(C)C.[CH3:10][O:11][C:12](=[O:22])/[C:13](/I)=[CH:14]\[CH:15]1[CH2:20][CH2:19][CH2:18][CH2:17][CH2:16]1.C1(P(C2C=CC=CC=2)C2C=CC=CC=2)C=CC=CC=1.[Cl:42][C:43]1[CH:48]=[C:47](I)[CH:46]=[CH:45][C:44]=1[N:50]1[C:54]([C:55]([F:58])([F:57])[F:56])=[N:53][N:52]=[N:51]1.[Cl-].[NH4+]. The catalyst is O1CCCC1.[Zn].C1C=CC(/C=C/C(/C=C/C2C=CC=CC=2)=O)=CC=1.C1C=CC(/C=C/C(/C=C/C2C=CC=CC=2)=O)=CC=1.[Pd]. The product is [CH3:10][O:11][C:12](=[O:22])/[C:13](/[C:47]1[CH:46]=[CH:45][C:44]([N:50]2[C:54]([C:55]([F:56])([F:57])[F:58])=[N:53][N:52]=[N:51]2)=[C:43]([Cl:42])[CH:48]=1)=[CH:14]/[CH:15]1[CH2:20][CH2:19][CH2:18][CH2:17][CH2:16]1. The yield is 0.730. (7) The reactants are [CH3:1][O:2][CH2:3][CH2:4][CH2:5][OH:6].[C:7]1([CH3:17])[CH:12]=[CH:11][C:10]([S:13](Cl)(=[O:15])=[O:14])=[CH:9][CH:8]=1. The catalyst is N1C=CC=CC=1. The product is [S:13]([C:10]1[CH:11]=[CH:12][C:7]([CH3:17])=[CH:8][CH:9]=1)([O:6][CH2:5][CH2:4][CH2:3][O:2][CH3:1])(=[O:15])=[O:14]. The yield is 0.890. (8) The reactants are C(O)(C(F)(F)F)=O.[N+:8]([O-:11])([O-])=[O:9].[K+].FC(F)(F)C(OC(=O)C(F)(F)F)=O.[F:26][C:27]1[C:28]([C:33]#[N:34])=[N:29][CH:30]=[CH:31][CH:32]=1.C([O-])(O)=O.[Na+]. The catalyst is ClCCl. The product is [F:26][C:27]1[C:28]([C:33]#[N:34])=[N:29][CH:30]=[C:31]([N+:8]([O-:11])=[O:9])[CH:32]=1. The yield is 0.150. (9) The reactants are [C:1]1([C:7]2[CH:16]=[C:15]([NH2:17])[C:14]3[C:9](=[CH:10][CH:11]=[C:12]([NH2:18])[CH:13]=3)[N:8]=2)[CH:6]=[CH:5][CH:4]=[CH:3][CH:2]=1.Cl[C:20]1[CH:25]=[C:24]([C:26]2[CH:31]=[CH:30][C:29]([F:32])=[CH:28][CH:27]=2)[N:23]=[C:22]([NH2:33])[N:21]=1.CN1CCCC1=O. The catalyst is Cl.[OH-].[Na+]. The product is [NH2:33][C:22]1[N:21]=[C:20]([NH:18][C:12]2[CH:13]=[C:14]3[C:9](=[CH:10][CH:11]=2)[N:8]=[C:7]([C:1]2[CH:2]=[CH:3][CH:4]=[CH:5][CH:6]=2)[CH:16]=[C:15]3[NH2:17])[CH:25]=[C:24]([C:26]2[CH:27]=[CH:28][C:29]([F:32])=[CH:30][CH:31]=2)[N:23]=1. The yield is 0.920.